From a dataset of Catalyst prediction with 721,799 reactions and 888 catalyst types from USPTO. Predict which catalyst facilitates the given reaction. (1) Reactant: [Cl:1][C:2]1[CH:3]=[C:4]([CH:6]=[CH:7][C:8]=1[O:9][C:10]1[C:19]2[C:14](=[C:15]([F:20])[CH:16]=[CH:17][CH:18]=2)[N:13]=[CH:12][CH:11]=1)[NH2:5].C([O:29][CH2:30][CH2:31][N:32]1[C:40]2[C:39](Cl)=[N:38][CH:37]=[N:36][C:35]=2[CH:34]=[CH:33]1)(=O)C1C=CC=CC=1.Cl.N1C=CC=CC=1. Product: [Cl:1][C:2]1[CH:3]=[C:4]([NH:5][C:39]2[C:40]3[N:32]([CH2:31][CH2:30][OH:29])[CH:33]=[CH:34][C:35]=3[N:36]=[CH:37][N:38]=2)[CH:6]=[CH:7][C:8]=1[O:9][C:10]1[C:19]2[C:14](=[C:15]([F:20])[CH:16]=[CH:17][CH:18]=2)[N:13]=[CH:12][CH:11]=1. The catalyst class is: 32. (2) Reactant: Cl.[CH2:2]([O:4][C:5](=[O:18])[C@H:6]([CH2:8][C:9]1[CH:14]=[CH:13][C:12]([N+:15]([O-:17])=[O:16])=[CH:11][CH:10]=1)[NH2:7])[CH3:3].C([O-])([O-])=O.[Na+].[Na+]. Product: [CH2:2]([O:4][C:5](=[O:18])[C@H:6]([CH2:8][C:9]1[CH:14]=[CH:13][C:12]([N+:15]([O-:17])=[O:16])=[CH:11][CH:10]=1)[NH2:7])[CH3:3]. The catalyst class is: 13. (3) Reactant: [Br:1][C:2]1[C:10]2[CH:9]=[C:8]([C:11]([O:13]C)=[O:12])[S:7][C:6]=2[CH:5]=[CH:4][CH:3]=1.O.[OH-].[Li+].O. Product: [Br:1][C:2]1[C:10]2[CH:9]=[C:8]([C:11]([OH:13])=[O:12])[S:7][C:6]=2[CH:5]=[CH:4][CH:3]=1. The catalyst class is: 5.